Dataset: Full USPTO retrosynthesis dataset with 1.9M reactions from patents (1976-2016). Task: Predict the reactants needed to synthesize the given product. Given the product [CH:30]1([CH2:29][O:28][C:22]2[CH:23]=[CH:24][C:25]([CH3:27])=[CH:26][C:21]=2[C:20]2[CH:19]=[CH:18][N:17]=[C:16]3[C:12]([C:10]([NH:9][C@H:6]4[CH2:7][CH2:8][C@H:3]([NH:2][C:37](=[O:38])[CH2:36][O:35][CH3:34])[CH2:4][CH2:5]4)=[O:11])=[C:13]([CH3:33])[NH:14][C:15]=23)[CH2:31][CH2:32]1, predict the reactants needed to synthesize it. The reactants are: Cl.[NH2:2][C@H:3]1[CH2:8][CH2:7][C@H:6]([NH:9][C:10]([C:12]2[C:16]3=[N:17][CH:18]=[CH:19][C:20]([C:21]4[CH:26]=[C:25]([CH3:27])[CH:24]=[CH:23][C:22]=4[O:28][CH2:29][CH:30]4[CH2:32][CH2:31]4)=[C:15]3[NH:14][C:13]=2[CH3:33])=[O:11])[CH2:5][CH2:4]1.[CH3:34][O:35][CH2:36][C:37](Cl)=[O:38].